Task: Predict the product of the given reaction.. Dataset: Forward reaction prediction with 1.9M reactions from USPTO patents (1976-2016) (1) Given the reactants Br[C:2]1[CH:10]=[C:9]2[C:5]([C:6]([C:13](=[O:19])[C:14]([N:16]([CH3:18])[CH3:17])=[O:15])=[CH:7][N:8]2[CH2:11][CH3:12])=[C:4]([O:20][CH3:21])[CH:3]=1.[C:22]1(B(O)O)[CH:27]=[CH:26][CH:25]=[CH:24][CH:23]=1.C(=O)([O-])[O-].[K+].[K+].O1CCOCC1, predict the reaction product. The product is: [CH2:11]([N:8]1[C:9]2[C:5](=[C:4]([O:20][CH3:21])[CH:3]=[C:2]([C:22]3[CH:27]=[CH:26][CH:25]=[CH:24][CH:23]=3)[CH:10]=2)[C:6]([C:13](=[O:19])[C:14]([N:16]([CH3:18])[CH3:17])=[O:15])=[CH:7]1)[CH3:12]. (2) The product is: [Cl:1][C:2]1[CH:10]=[CH:9][C:5]([C:6]([NH:18][CH2:17][C:16]2[CH:19]=[CH:20][C:13]([O:12][CH3:11])=[CH:14][CH:15]=2)=[O:8])=[CH:4][N:3]=1. Given the reactants [Cl:1][C:2]1[CH:10]=[CH:9][C:5]([C:6]([OH:8])=O)=[CH:4][N:3]=1.[CH3:11][O:12][C:13]1[CH:20]=[CH:19][C:16]([CH2:17][NH2:18])=[CH:15][CH:14]=1.Cl.CN(C)CCCN=C=NCC.C1C=CC2N(O)N=NC=2C=1, predict the reaction product. (3) Given the reactants Cl[C:2]1[CH:3]=[CH:4][C:5]2[O:19][CH2:18][N:8]3[C:9]4[CH:10]=[CH:11][CH:12]=[C:13]([CH:16]=[O:17])[C:14]=4[CH:15]=[C:7]3[C:6]=2[N:20]=1.[F:21][C:22]1[CH:27]=[CH:26][C:25]([C:28]2[O:29][C:30]3[CH:40]=[C:39]([N:41]([CH3:46])[S:42]([CH3:45])(=[O:44])=[O:43])[C:38](B4OC(C)(C)C(C)(C)O4)=[CH:37][C:31]=3[C:32]=2[C:33]([NH:35][CH3:36])=[O:34])=[CH:24][CH:23]=1.CC(C1C=C(C(C)C)C(C2C=CC=CC=2P(C2CCCCC2)C2CCCCC2)=C(C(C)C)C=1)C.ClCCl, predict the reaction product. The product is: [F:21][C:22]1[CH:27]=[CH:26][C:25]([C:28]2[O:29][C:30]3[CH:40]=[C:39]([N:41]([CH3:46])[S:42]([CH3:45])(=[O:43])=[O:44])[C:38]([C:2]4[CH:3]=[CH:4][C:5]5[O:19][CH2:18][N:8]6[C:9]7[CH:10]=[CH:11][CH:12]=[C:13]([CH:16]=[O:17])[C:14]=7[CH:15]=[C:7]6[C:6]=5[N:20]=4)=[CH:37][C:31]=3[C:32]=2[C:33]([NH:35][CH3:36])=[O:34])=[CH:24][CH:23]=1. (4) The product is: [CH3:10][CH:20]([CH2:21][CH2:22][CH2:23][CH2:24][CH2:25][CH2:26][CH2:27][CH2:28][CH2:29][CH2:30][CH2:31][CH2:32][CH2:33][CH2:34][CH2:35][CH3:36])[CH2:19][SiH:37]1[O:9][CH2:1][C:2]2[CH:8]=[CH:7][CH:6]=[CH:5][C:3]=2[O:4]1. Given the reactants [CH2:1]([OH:9])[C:2]1[C:3](=[CH:5][CH:6]=[CH:7][CH:8]=1)[OH:4].[CH2:10](N(C(C)C)C(C)C)C.[CH2:19]([Si:37](C)(Cl)Cl)[CH2:20][CH2:21][CH2:22][CH2:23][CH2:24][CH2:25][CH2:26][CH2:27][CH2:28][CH2:29][CH2:30][CH2:31][CH2:32][CH2:33][CH2:34][CH2:35][CH3:36].O, predict the reaction product. (5) Given the reactants [Cl:1][C:2]1[CH:3]=[CH:4][C:5]([S:10][CH2:11][CH3:12])=[C:6]([CH:9]=1)[CH2:7][NH2:8].[Cl:13][C:14]1[CH:15]=[C:16]([CH:20]=[C:21]([O:23][C:24]([F:27])([F:26])[F:25])[CH:22]=1)[C:17](O)=[O:18], predict the reaction product. The product is: [Cl:13][C:14]1[CH:15]=[C:16]([CH:20]=[C:21]([O:23][C:24]([F:25])([F:26])[F:27])[CH:22]=1)[C:17]([NH:8][CH2:7][C:6]1[CH:9]=[C:2]([Cl:1])[CH:3]=[CH:4][C:5]=1[S:10][CH2:11][CH3:12])=[O:18]. (6) Given the reactants Br[C:2]1[CH:3]=[CH:4][C:5]([CH3:19])=[C:6]([CH:18]=1)[CH2:7][N:8]1[C:12]([CH:13]([F:15])[F:14])=[N:11][N:10]([CH3:16])[C:9]1=[O:17].C[C:21]([O:25][CH3:26])(C)[C:22]#[CH:23].[C:27]1(P(C2C=CC=CC=2)C2C=CC=CC=2)C=CC=C[CH:28]=1.C(N(CC)CC)C, predict the reaction product. The product is: [F:14][CH:13]([F:15])[C:12]1[N:8]([CH2:7][C:6]2[CH:18]=[C:2]([C:27]#[C:28][CH:22]([CH3:23])[CH2:21][O:25][CH3:26])[CH:3]=[CH:4][C:5]=2[CH3:19])[C:9](=[O:17])[N:10]([CH3:16])[N:11]=1. (7) Given the reactants [Br:1][C:2]1[CH:7]=[C:6](F)[CH:5]=[CH:4][C:3]=1[N+:9]([O-:11])=[O:10].C(=O)([O-])[O-].[Cs+].[Cs+].[CH3:18][O:19][C:20]1[CH:21]=[C:22]([OH:26])[CH:23]=[CH:24][CH:25]=1, predict the reaction product. The product is: [Br:1][C:2]1[CH:7]=[C:6]([O:26][C:22]2[CH:23]=[CH:24][CH:25]=[C:20]([O:19][CH3:18])[CH:21]=2)[CH:5]=[CH:4][C:3]=1[N+:9]([O-:11])=[O:10]. (8) Given the reactants [C:1]([C:3]1[N:8]=[C:7]([O:9][C@H:10]2[CH2:14][CH2:13][N:12]([C:15]([O:17][C:18]([CH3:21])([CH3:20])[CH3:19])=[O:16])[CH2:11]2)[C:6]([CH3:22])=[CH:5][CH:4]=1)#[N:2].C[N:24]1[C:28](=[O:29])CCC1.[NH:30](C(OCC)=O)N, predict the reaction product. The product is: [CH3:22][C:6]1[C:7]([O:9][C@H:10]2[CH2:14][CH2:13][N:12]([C:15]([O:17][C:18]([CH3:19])([CH3:21])[CH3:20])=[O:16])[CH2:11]2)=[N:8][C:3]([C:1]2[NH:30][C:28](=[O:29])[NH:24][N:2]=2)=[CH:4][CH:5]=1. (9) Given the reactants [C:1]([O:5][C:6]([NH:8][C@H:9]1[CH2:13][C@@:12]([CH2:18][CH3:19])([C:14]([O:16]C)=[O:15])[CH:11]=[CH:10]1)=[O:7])([CH3:4])([CH3:3])[CH3:2].CO.O.O.[OH-].[Li+], predict the reaction product. The product is: [C:1]([O:5][C:6]([NH:8][C@H:9]1[CH2:13][C@@:12]([CH2:18][CH3:19])([C:14]([OH:16])=[O:15])[CH:11]=[CH:10]1)=[O:7])([CH3:4])([CH3:3])[CH3:2].